From a dataset of Full USPTO retrosynthesis dataset with 1.9M reactions from patents (1976-2016). Predict the reactants needed to synthesize the given product. Given the product [Br:18][C:19]1[C:20]([CH3:29])=[N:21][N:22]([CH2:25][C:26]([NH:13][CH2:12][CH:8]2[O:9][CH2:10][CH2:11][N:6]([CH2:5][C:4]3[CH:14]=[CH:15][C:16]([Cl:17])=[C:2]([Cl:1])[CH:3]=3)[CH2:7]2)=[O:27])[C:23]=1[CH3:24], predict the reactants needed to synthesize it. The reactants are: [Cl:1][C:2]1[CH:3]=[C:4]([CH:14]=[CH:15][C:16]=1[Cl:17])[CH2:5][N:6]1[CH2:11][CH2:10][O:9][CH:8]([CH2:12][NH2:13])[CH2:7]1.[Br:18][C:19]1[C:20]([CH3:29])=[N:21][N:22]([CH2:25][C:26](O)=[O:27])[C:23]=1[CH3:24].